Task: Predict the product of the given reaction.. Dataset: Forward reaction prediction with 1.9M reactions from USPTO patents (1976-2016) (1) Given the reactants [N:1]1[CH:6]=[CH:5][CH:4]=[C:3]([NH:7][C:8](=[O:15])OCC(Cl)(Cl)Cl)[CH:2]=1.[F:16][C:17]1[CH:22]=[C:21]([F:23])[CH:20]=[CH:19][C:18]=1[C:24]1[CH:29]=[CH:28][N:27]=[C:26]([N:30]2[CH2:35][CH2:34][NH:33][CH2:32][CH2:31]2)[N:25]=1, predict the reaction product. The product is: [F:16][C:17]1[CH:22]=[C:21]([F:23])[CH:20]=[CH:19][C:18]=1[C:24]1[CH:29]=[CH:28][N:27]=[C:26]([N:30]2[CH2:31][CH2:32][N:33]([C:8]([NH:7][C:3]3[CH:2]=[N:1][CH:6]=[CH:5][CH:4]=3)=[O:15])[CH2:34][CH2:35]2)[N:25]=1. (2) Given the reactants [CH3:1][N:2]1[CH2:7][CH2:6][N:5]([C:8]2[CH:9]=[CH:10][C:11]([N+:18]([O-])=O)=[C:12]([CH2:14][C:15]([NH2:17])=[O:16])[CH:13]=2)[CH2:4][CH2:3]1, predict the reaction product. The product is: [NH2:18][C:11]1[CH:10]=[CH:9][C:8]([N:5]2[CH2:6][CH2:7][N:2]([CH3:1])[CH2:3][CH2:4]2)=[CH:13][C:12]=1[CH2:14][C:15]([NH2:17])=[O:16]. (3) Given the reactants [CH2:1]([O:3][C:4]([C:6]1[CH:11]=[CH:10][N:9]=[N:8][C:7]=1[NH2:12])=[O:5])[CH3:2].[F:13][C:14]1[CH:19]=[C:18]([F:20])[CH:17]=[C:16]([F:21])[C:15]=1[CH2:22][C:23](Cl)=[O:24], predict the reaction product. The product is: [CH2:1]([O:3][C:4]([C:6]1[CH:11]=[CH:10][N:9]=[N:8][C:7]=1[NH:12][C:23](=[O:24])[CH2:22][C:15]1[C:16]([F:21])=[CH:17][C:18]([F:20])=[CH:19][C:14]=1[F:13])=[O:5])[CH3:2]. (4) Given the reactants Cl[C:2]1[C:7]2[C:8](=[O:22])[N:9](CC3C=CC(OC)=CC=3OC)[CH2:10][C:6]=2[C:5]([F:23])=[C:4]([NH:24][C@@H:25]2[CH2:30][CH2:29][CH2:28][CH2:27][C@@H:26]2[NH:31]C(=O)OC(C)(C)C)[N:3]=1.[CH3:39][C:40]1[N:41]=[CH:42][NH:43][CH:44]=1.C([O-])([O-])=O.[K+].[K+].[C:51]([OH:57])([C:53]([F:56])([F:55])[F:54])=[O:52], predict the reaction product. The product is: [C:51]([OH:57])([C:53]([F:56])([F:55])[F:54])=[O:52].[NH2:31][C@H:26]1[CH2:27][CH2:28][CH2:29][CH2:30][C@H:25]1[NH:24][C:4]1[N:3]=[C:2]([N:43]2[CH:44]=[C:40]([CH3:39])[N:41]=[CH:42]2)[C:7]2[C:8](=[O:22])[NH:9][CH2:10][C:6]=2[C:5]=1[F:23]. (5) Given the reactants [CH2:1]([C:5]1[C:9]([CH2:10][C:11]([NH:13][CH2:14][C:15]2[CH:20]=[CH:19][C:18]([F:21])=[CH:17][C:16]=2[Cl:22])=[O:12])=[C:8]([CH3:23])[N:7]([C:24]2[CH:29]=[CH:28][CH:27]=[CH:26][CH:25]=2)[N:6]=1)[CH2:2]CC.[CH3:30]C1N(C2C=CC=CC=2)N=C(C(C)C)C=1CC(O)=O, predict the reaction product. The product is: [Cl:22][C:16]1[CH:17]=[C:18]([F:21])[CH:19]=[CH:20][C:15]=1[CH2:14][NH:13][C:11](=[O:12])[CH2:10][C:9]1[C:5]([CH:1]([CH3:30])[CH3:2])=[N:6][N:7]([C:24]2[CH:25]=[CH:26][CH:27]=[CH:28][CH:29]=2)[C:8]=1[CH3:23]. (6) Given the reactants CC1(C)[O:9][C:8](=[O:10])[C:5]2([CH2:7][CH2:6]2)[C:4](=[O:11])O1.[N:13]1([C:18]2[CH:19]=[C:20]([CH:22]=[CH:23][CH:24]=2)[NH2:21])[CH:17]=[CH:16][CH:15]=[CH:14]1, predict the reaction product. The product is: [N:13]1([C:18]2[CH:19]=[C:20]([N:21]3[CH2:6][CH2:7][CH:5]([C:8]([OH:9])=[O:10])[C:4]3=[O:11])[CH:22]=[CH:23][CH:24]=2)[CH:14]=[CH:15][CH:16]=[CH:17]1. (7) Given the reactants Cl[C:2]1[C:11]2[N:10]=[C:9]([CH3:12])[CH:8]=[CH:7][C:6]=2[C:5](B(O)O)=[CH:4][N:3]=1.Br[C:17]1[S:18][CH:19]=[CH:20][N:21]=1.[NH2:22][C:23]1[S:24][CH:25]=[C:26]([CH3:28])[N:27]=1, predict the reaction product. The product is: [CH3:28][C:26]1[N:27]=[C:23]([NH:22][C:2]2[N:3]=[CH:4][C:5]([C:17]3[S:18][CH:19]=[CH:20][N:21]=3)=[C:6]3[C:11]=2[N:10]=[C:9]([CH3:12])[CH:8]=[CH:7]3)[S:24][CH:25]=1.